From a dataset of TCR-epitope binding with 47,182 pairs between 192 epitopes and 23,139 TCRs. Binary Classification. Given a T-cell receptor sequence (or CDR3 region) and an epitope sequence, predict whether binding occurs between them. (1) Result: 1 (the TCR binds to the epitope). The TCR CDR3 sequence is CASSYDNEQFF. The epitope is TLVPQEHYV. (2) The epitope is KRWIILGLNK. The TCR CDR3 sequence is CASSQEFLAVEQFF. Result: 1 (the TCR binds to the epitope). (3) The epitope is QASQEVKNW. The TCR CDR3 sequence is CASSQGPGERAGFNYEQYF. Result: 1 (the TCR binds to the epitope). (4) The epitope is YLQPRTFLL. The TCR CDR3 sequence is CSARYDTGELFF. Result: 0 (the TCR does not bind to the epitope). (5) The epitope is KAFSPEVIPMF. The TCR CDR3 sequence is CASSESRMGSQANYGYTF. Result: 1 (the TCR binds to the epitope). (6) The epitope is FVDGVPFVV. The TCR CDR3 sequence is CASSLLGTEYGYTF. Result: 1 (the TCR binds to the epitope). (7) The epitope is QECVRGTTVL. Result: 1 (the TCR binds to the epitope). The TCR CDR3 sequence is CASSWTGDDNEQFF.